From a dataset of P-glycoprotein inhibition data for predicting drug efflux from Broccatelli et al.. Regression/Classification. Given a drug SMILES string, predict its absorption, distribution, metabolism, or excretion properties. Task type varies by dataset: regression for continuous measurements (e.g., permeability, clearance, half-life) or binary classification for categorical outcomes (e.g., BBB penetration, CYP inhibition). Dataset: pgp_broccatelli. (1) The drug is CN1CCC(=C2c3ccccc3C=Cc3ccccc32)CC1. The result is 1 (inhibitor). (2) The molecule is COc1ccc2c(=O)cc(-c3ccc(OC)c(OC)c3)oc2c1. The result is 1 (inhibitor). (3) The molecule is Nc1nc(=O)c2c([nH]1)NCC(CNc1ccc(C(=O)N[C@@H](CCC(=O)O)C(=O)O)cc1)N2C=O. The result is 0 (non-inhibitor). (4) The molecule is c1cc2c(c(N3CCNCC3)c1)OCCO2. The result is 0 (non-inhibitor). (5) The drug is CN(C)c1nc(N2CCCCC2)c2nc(N(C)C)nc(N3CCCCC3)c2n1. The result is 0 (non-inhibitor). (6) The compound is CC(C)C[C@H]1C(=O)N2CCCC2[C@]2(O)O[C@@](NC(=O)[C@H]3C=C4c5cccc6[nH]cc(c56)C[C@H]4N(C)C3)(C(C)C)C(=O)N12. The result is 1 (inhibitor). (7) The molecule is COc1ccc(COc2ccccc2CCc2cccc(OC)c2)cc1. The result is 1 (inhibitor). (8) The drug is CCCCN1CCCC[C@H]1C(=O)Nc1c(C)cccc1C. The result is 0 (non-inhibitor).